Regression. Given a peptide amino acid sequence and an MHC pseudo amino acid sequence, predict their binding affinity value. This is MHC class I binding data. From a dataset of Peptide-MHC class I binding affinity with 185,985 pairs from IEDB/IMGT. The peptide sequence is LEEIGILLL. The MHC is HLA-B40:01 with pseudo-sequence HLA-B40:01. The binding affinity (normalized) is 0.780.